Dataset: Full USPTO retrosynthesis dataset with 1.9M reactions from patents (1976-2016). Task: Predict the reactants needed to synthesize the given product. Given the product [CH2:8]([N:15]1[CH2:16][CH2:17][N:18]([CH:21]2[CH2:26][CH2:25][N:24]([CH2:3][CH2:2][C:1]([O:5][CH2:6][CH3:7])=[O:4])[CH2:23][CH2:22]2)[CH2:19][CH2:20]1)[C:9]1[CH:10]=[CH:11][CH:12]=[CH:13][CH:14]=1, predict the reactants needed to synthesize it. The reactants are: [C:1]([O:5][CH2:6][CH3:7])(=[O:4])[CH:2]=[CH2:3].[CH2:8]([N:15]1[CH2:20][CH2:19][N:18]([CH:21]2[CH2:26][CH2:25][NH:24][CH2:23][CH2:22]2)[CH2:17][CH2:16]1)[C:9]1[CH:14]=[CH:13][CH:12]=[CH:11][CH:10]=1.